Dataset: Reaction yield outcomes from USPTO patents with 853,638 reactions. Task: Predict the reaction yield, written as a fraction of the theoretical maximum amount of product (1.0 means a 100% yield; for example, 0.34 means a 34% yield). (1) The reactants are [CH3:1][O:2][CH2:3][CH2:4][O:5][CH2:6][CH2:7]O.C(P(CCCC)CCCC)CCC.[Cl:22][C:23]1[CH:42]=[CH:41][C:26]([NH:27][C:28]2[C:37]3[C:32](=[CH:33][C:34]([OH:40])=[C:35]([O:38][CH3:39])[CH:36]=3)[N:31]=[CH:30][N:29]=2)=[C:25]([F:43])[CH:24]=1.N(C(N1CCCCC1)=O)=NC(N1CCCCC1)=O. The yield is 0.440. The product is [ClH:22].[Cl:22][C:23]1[CH:42]=[CH:41][C:26]([NH:27][C:28]2[C:37]3[C:32](=[CH:33][C:34]([O:40][CH2:7][CH2:6][O:5][CH2:4][CH2:3][O:2][CH3:1])=[C:35]([O:38][CH3:39])[CH:36]=3)[N:31]=[CH:30][N:29]=2)=[C:25]([F:43])[CH:24]=1. The catalyst is C(Cl)Cl.CCOCC. (2) The reactants are Cl[C:2]1[N:10]=[C:9]2[C:5]([N:6]=[C:7]([CH2:12][N:13]3[CH2:18][CH2:17][CH:16]([CH:19]4[CH2:22][O:21][CH2:20]4)[CH2:15][CH2:14]3)[N:8]2[CH3:11])=[C:4]([N:23]2[CH2:28][CH2:27][O:26][CH2:25][CH2:24]2)[N:3]=1.[NH:29]1[C:33]2[CH:34]=[CH:35][CH:36]=[CH:37][C:32]=2[N:31]=[C:30]1CN.CC(C1C=C(C(C)C)C(C2C=CC=CC=2P(C2CCCCC2)C2CCCCC2)=C(C(C)C)C=1)C.C(=O)([O-])[O-].[Cs+].[Cs+].[CH3:80][N:81](C=O)C. The catalyst is C1C=CC(/C=C/C(/C=C/C2C=CC=CC=2)=O)=CC=1.C1C=CC(/C=C/C(/C=C/C2C=CC=CC=2)=O)=CC=1.C1C=CC(/C=C/C(/C=C/C2C=CC=CC=2)=O)=CC=1.[Pd].[Pd]. The product is [CH3:80][NH:81][C:30]1[N:29]([C:2]2[N:10]=[C:9]3[C:5]([N:6]=[C:7]([CH2:12][N:13]4[CH2:14][CH2:15][CH:16]([CH:19]5[CH2:20][O:21][CH2:22]5)[CH2:17][CH2:18]4)[N:8]3[CH3:11])=[C:4]([N:23]3[CH2:28][CH2:27][O:26][CH2:25][CH2:24]3)[N:3]=2)[C:33]2[CH:34]=[CH:35][CH:36]=[CH:37][C:32]=2[N:31]=1. The yield is 0.450.